This data is from Full USPTO retrosynthesis dataset with 1.9M reactions from patents (1976-2016). The task is: Predict the reactants needed to synthesize the given product. (1) Given the product [CH3:1][O:2][C:3]1[N:4]=[C:5]([NH:16][CH2:17][CH2:18][C:19]2[CH:20]=[CH:21][C:22]([O:25][CH3:26])=[CH:23][CH:24]=2)[CH:6]=[C:7]([C:9]2[S:13][C:12]([C:14]3[O:15][CH:39]=[N:38][CH:37]=3)=[CH:11][CH:10]=2)[N:8]=1, predict the reactants needed to synthesize it. The reactants are: [CH3:1][O:2][C:3]1[N:8]=[C:7]([C:9]2[S:13][C:12]([CH:14]=[O:15])=[CH:11][CH:10]=2)[CH:6]=[C:5]([NH:16][CH2:17][CH2:18][C:19]2[CH:24]=[CH:23][C:22]([O:25][CH3:26])=[CH:21][CH:20]=2)[N:4]=1.S([CH2:37][N+:38]#[C-:39])(C1C=CC(C)=CC=1)(=O)=O.C([O-])([O-])=O.[K+].[K+]. (2) Given the product [Cl:1][C:2]1[C:10]([Cl:11])=[CH:9][CH:8]=[CH:7][C:3]=1[C:4]([NH:21][CH2:20][CH:19]([C:16]1[CH:15]=[CH:14][C:13]([Cl:12])=[CH:18][CH:17]=1)[C:22]1[CH:23]=[CH:24][CH:25]=[CH:26][CH:27]=1)=[O:6], predict the reactants needed to synthesize it. The reactants are: [Cl:1][C:2]1[C:10]([Cl:11])=[CH:9][CH:8]=[CH:7][C:3]=1[C:4]([OH:6])=O.[Cl:12][C:13]1[CH:18]=[CH:17][C:16]([CH:19]([C:22]2[CH:27]=[CH:26][CH:25]=[CH:24][CH:23]=2)[CH2:20][NH2:21])=[CH:15][CH:14]=1. (3) Given the product [Cl:12][CH2:13][CH2:14][CH2:15][CH2:16][N:8]1[C:4]2[CH:3]=[C:2]([CH3:1])[C:10]([CH3:11])=[CH:9][C:5]=2[N:6]=[N:7]1, predict the reactants needed to synthesize it. The reactants are: [CH3:1][C:2]1[C:10]([CH3:11])=[CH:9][C:5]2[NH:6][N:7]=[N:8][C:4]=2[CH:3]=1.[Cl:12][CH2:13][CH2:14][CH2:15][CH2:16]Br.